This data is from Reaction yield outcomes from USPTO patents with 853,638 reactions. The task is: Predict the reaction yield, written as a fraction of the theoretical maximum amount of product (1.0 means a 100% yield; for example, 0.34 means a 34% yield). (1) The reactants are [Br:1][C:2]1[CH:7]=[CH:6][C:5]([S:8](Cl)(=[O:10])=[O:9])=[CH:4][CH:3]=1.C(N(CC)CC)C.[NH2:19][C@@H:20]([CH3:23])[CH2:21][OH:22]. The catalyst is ClCCl. The product is [Br:1][C:2]1[CH:7]=[CH:6][C:5]([S:8]([NH:19][C@H:20]([CH3:23])[CH2:21][OH:22])(=[O:10])=[O:9])=[CH:4][CH:3]=1. The yield is 0.770. (2) The reactants are CO[C:3]1[N:8]=[N:7][C:6]([C:9]([OH:11])=[O:10])=[CH:5][CH:4]=1.S(Cl)([Cl:14])=O. No catalyst specified. The product is [Cl:14][C:3]1[N:8]=[N:7][C:6]([C:9]([OH:11])=[O:10])=[CH:5][CH:4]=1. The yield is 1.00. (3) The reactants are [O:1]=[C:2]1[NH:6][C@H:5]([CH2:7][N:8]2[C:16]3[C:11](=[CH:12][CH:13]=[CH:14][CH:15]=3)[C:10]3([CH2:20][O:19][C:18]4[CH:21]=[C:22]5[C:26](=[CH:27][C:17]3=4)[CH2:25][CH2:24][O:23]5)[C:9]2=[O:28])[CH2:4][CH2:3]1.[H-].[Na+].I[CH3:32]. The catalyst is CN(C)C=O. The product is [CH3:32][N:6]1[C:2](=[O:1])[CH2:3][CH2:4][C@H:5]1[CH2:7][N:8]1[C:16]2[C:11](=[CH:12][CH:13]=[CH:14][CH:15]=2)[C:10]2([CH2:20][O:19][C:18]3[CH:21]=[C:22]4[C:26](=[CH:27][C:17]2=3)[CH2:25][CH2:24][O:23]4)[C:9]1=[O:28]. The yield is 0.620. (4) The catalyst is CO. The reactants are [CH:1]12[CH2:10][CH:5]3[CH2:6][CH:7]([CH2:9][CH:3]([CH2:4]3)[CH:2]1[NH:11][C:12]([N:14]1[CH2:19][CH2:18][C:17]3([C:27]4[C:22](=[CH:23][CH:24]=[C:25]([Cl:28])[CH:26]=4)[CH:21]([CH2:29][C:30]([O:32]CC)=[O:31])[CH2:20]3)[CH2:16][CH2:15]1)=[O:13])[CH2:8]2.[Li+].[OH-]. The product is [CH:1]12[CH2:10][CH:5]3[CH2:6][CH:7]([CH2:9][CH:3]([CH2:4]3)[CH:2]1[NH:11][C:12]([N:14]1[CH2:19][CH2:18][C:17]3([C:27]4[C:22](=[CH:23][CH:24]=[C:25]([Cl:28])[CH:26]=4)[CH:21]([CH2:29][C:30]([OH:32])=[O:31])[CH2:20]3)[CH2:16][CH2:15]1)=[O:13])[CH2:8]2. The yield is 0.0700. (5) The reactants are Cl[CH2:2][CH2:3][C:4]([C:6]1[CH:11]=[CH:10][CH:9]=[CH:8][CH:7]=1)=[O:5].C([O-])([O-])=O.[K+].[K+].[CH3:18][C:19]([NH2:22])([CH3:21])[CH3:20]. The catalyst is C(#N)C. The product is [C:19]([NH:22][CH2:2][CH2:3][C:4]([C:6]1[CH:11]=[CH:10][CH:9]=[CH:8][CH:7]=1)=[O:5])([CH3:21])([CH3:20])[CH3:18]. The yield is 0.960. (6) The reactants are Cl[C:2]1[CH:3]=[CH:4][C:5]([C:8]#[N:9])=[N:6][CH:7]=1.C([O-])([O-])=O.[Na+].[Na+].[C:16]1(B(O)O)[CH:21]=[CH:20][CH:19]=[CH:18][CH:17]=1. The catalyst is C1(C)C=CC=CC=1.O.O.C1C=CC([P]([Pd]([P](C2C=CC=CC=2)(C2C=CC=CC=2)C2C=CC=CC=2)([P](C2C=CC=CC=2)(C2C=CC=CC=2)C2C=CC=CC=2)[P](C2C=CC=CC=2)(C2C=CC=CC=2)C2C=CC=CC=2)(C2C=CC=CC=2)C2C=CC=CC=2)=CC=1. The product is [C:16]1([C:2]2[CH:3]=[CH:4][C:5]([C:8]#[N:9])=[N:6][CH:7]=2)[CH:21]=[CH:20][CH:19]=[CH:18][CH:17]=1. The yield is 0.246. (7) The reactants are O1[C:5]2([CH2:10][CH2:9][CH:8]([N:11]3[C:16](=[O:17])[C:15]([CH2:18][C:19]4[CH:24]=[CH:23][C:22]([C:25]5[C:26]([C:31]#[N:32])=[CH:27][CH:28]=[CH:29][CH:30]=5)=[CH:21][C:20]=4[F:33])=[C:14]([CH2:34][CH2:35][CH3:36])[N:13]4[N:37]=[CH:38][N:39]=[C:12]34)[CH2:7][CH2:6]2)[O:4]CC1.Cl.O1CCCC1. The catalyst is C(OCC)(=O)C. The product is [F:33][C:20]1[CH:21]=[C:22]([C:25]2[C:26]([C:31]#[N:32])=[CH:27][CH:28]=[CH:29][CH:30]=2)[CH:23]=[CH:24][C:19]=1[CH2:18][C:15]1[C:16](=[O:17])[N:11]([C@H:8]2[CH2:9][CH2:10][C@@H:5]([OH:4])[CH2:6][CH2:7]2)[C:12]2[N:13]([N:37]=[CH:38][N:39]=2)[C:14]=1[CH2:34][CH2:35][CH3:36]. The yield is 0.0900.